This data is from Full USPTO retrosynthesis dataset with 1.9M reactions from patents (1976-2016). The task is: Predict the reactants needed to synthesize the given product. (1) Given the product [CH:1](=[C:8]1/[O:9][C:10]2[CH:17]=[C:16]([OH:18])[CH:15]=[C:14]([OH:20])[C:11]=2[C:12]/1=[O:13])/[C:2]1[CH:3]=[CH:4][CH:5]=[CH:6][CH:7]=1, predict the reactants needed to synthesize it. The reactants are: [CH:1](=[C:8]1/[O:9][C:10]2[CH:17]=[C:16]([O:18]C)[CH:15]=[C:14]([O:20]C)[C:11]=2[C:12]/1=[O:13])/[C:2]1[CH:7]=[CH:6][CH:5]=[CH:4][CH:3]=1.B(Br)(Br)Br.O. (2) Given the product [CH3:45][O:46][C:10]1[CH:11]=[CH:12][C:7]([CH2:6][CH2:15][CH2:14][C:26]2[CH:27]=[CH:28][C:29]([OH:33])=[CH:30][CH:31]=2)=[C:8]([OH:44])[CH:9]=1, predict the reactants needed to synthesize it. The reactants are: [Na+].[Cl-].CC1C[C@@H]2C3C=CC(O)=CC=3O[C@:14]3([C:26]4[CH:27]=[CH:28][C:29]([OH:33])=[CH:30][C:31]=4O)[CH:15]2[C@@H:6]([C:7]2[C:8]([OH:44])=[CH:9][C:10](C4OC5C=C(O)C=CC=5C=4)=[CH:11][C:12]=2O3)C=1.[CH3:45][OH:46]. (3) Given the product [CH3:11][N:8]1[C:9]2[C:5](=[C:4]([C:12]3[O:13][C:14]([CH2:17][N:18]4[CH2:23][CH2:22][N:21]([CH:24]([CH3:26])[CH3:25])[CH2:20][CH2:19]4)=[N:15][N:16]=3)[CH:3]=[C:2]([C:32]3[CH:33]=[C:34]([NH:35][S:36]([CH3:39])(=[O:37])=[O:38])[C:29]([O:28][CH3:27])=[N:30][CH:31]=3)[CH:10]=2)[CH:6]=[N:7]1, predict the reactants needed to synthesize it. The reactants are: Br[C:2]1[CH:10]=[C:9]2[C:5]([CH:6]=[N:7][N:8]2[CH3:11])=[C:4]([C:12]2[O:13][C:14]([CH2:17][N:18]3[CH2:23][CH2:22][N:21]([CH:24]([CH3:26])[CH3:25])[CH2:20][CH2:19]3)=[N:15][N:16]=2)[CH:3]=1.[CH3:27][O:28][C:29]1[C:34]([NH:35][S:36]([CH3:39])(=[O:38])=[O:37])=[CH:33][C:32](B2OC(C)(C)C(C)(C)O2)=[CH:31][N:30]=1.C(=O)([O-])[O-].[Na+].[Na+].